This data is from Reaction yield outcomes from USPTO patents with 853,638 reactions. The task is: Predict the reaction yield, written as a fraction of the theoretical maximum amount of product (1.0 means a 100% yield; for example, 0.34 means a 34% yield). (1) The reactants are [O:1]1[CH:5]=[CH:4][C:3]([C:6]([OH:8])=[O:7])=[CH:2]1.[BrH:9].[NH+]1C=CC=CC=1. The catalyst is C(O)(=O)C. The product is [Br:9][C:5]1[O:1][CH:2]=[C:3]([C:6]([OH:8])=[O:7])[CH:4]=1. The yield is 0.210. (2) The reactants are [F:1][C:2]1[CH:7]=[CH:6][CH:5]=[C:4]([F:8])[C:3]=1[C:9]1[N:14]=[C:13]([NH:15][CH:16]2[CH2:18][CH2:17]2)[N:12]=[C:11](O)[C:10]=1[C:20]#[N:21].O=P(Cl)(Cl)[Cl:24].C([O-])(O)=O.[Na+]. The catalyst is O1CCOCC1. The product is [F:1][C:2]1[CH:7]=[CH:6][CH:5]=[C:4]([F:8])[C:3]=1[C:9]1[N:14]=[C:13]([NH:15][CH:16]2[CH2:18][CH2:17]2)[N:12]=[C:11]([Cl:24])[C:10]=1[C:20]#[N:21]. The yield is 1.00. (3) No catalyst specified. The product is [Br:1][C:2]1[CH:14]=[CH:13][C:12]([C:15]([NH2:16])=[O:17])=[C:11]2[C:3]=1[C:4]1[CH2:5][CH2:6][CH:7]([C:30]([OH:29])([CH3:26])[CH3:23])[CH2:8][C:9]=1[NH:10]2. The yield is 0.890. The reactants are [Br:1][C:2]1[CH:14]=[CH:13][C:12]([C:15](=[O:17])[NH2:16])=[C:11]2[C:3]=1[C:4]1[CH2:5][CH2:6][CH:7](C(OCC)=O)[CH2:8][C:9]=1[NH:10]2.[CH3:23][Li].Cl.[CH2:26]1[CH2:30][O:29]CC1. (4) The reactants are [CH2:1]([O:3][CH:4]=[CH:5][C:6]([O:8]CC)=[O:7])[CH3:2].[OH-].[Na+:12]. The catalyst is O. The product is [CH2:1]([O:3][CH:4]=[CH:5][C:6]([O-:8])=[O:7])[CH3:2].[Na+:12]. The yield is 0.970.